Dataset: Catalyst prediction with 721,799 reactions and 888 catalyst types from USPTO. Task: Predict which catalyst facilitates the given reaction. (1) The catalyst class is: 1. Product: [CH2:42]([O:41][C:39](=[O:40])[O:16][C@H:14]1[CH2:15][C@@H:11]([N:8]2[CH:7]=[N:6][C:5]3[C:9]2=[N:10][C:2]([Cl:1])=[N:3][C:4]=3[NH:17][CH2:18][CH:19]([C:26]2[CH:27]=[CH:28][CH:29]=[CH:30][CH:31]=2)[C:20]2[CH:21]=[CH:22][CH:23]=[CH:24][CH:25]=2)[CH:12]=[CH:13]1)[CH3:43]. Reactant: [Cl:1][C:2]1[N:10]=[C:9]2[C:5]([N:6]=[CH:7][N:8]2[C@@H:11]2[CH2:15][C@H:14]([OH:16])[CH:13]=[CH:12]2)=[C:4]([NH:17][CH2:18][CH:19]([C:26]2[CH:31]=[CH:30][CH:29]=[CH:28][CH:27]=2)[C:20]2[CH:25]=[CH:24][CH:23]=[CH:22][CH:21]=2)[N:3]=1.N1C=CC=CC=1.Cl[C:39]([O:41][CH2:42][CH3:43])=[O:40]. (2) Reactant: [CH3:1][C:2]#[C:3][CH2:4][N:5]1[C:9]([N:10]2[CH2:15][C@H:14]([NH2:16])[CH2:13][CH2:12][CH2:11]2)=[N:8][C:7]2[N:17]([CH3:35])[C:18]([N:20]([CH2:23][C:24]3[N:25]=[C:26]([CH3:34])[C:27]4[CH:28]=[CH:29][CH:30]=[CH:31][C:32]=4[N:33]=3)[C:21](=[O:22])[C:6]1=2)=[O:19].C([C@H]([C@@H](C([O-])=O)O)O)([O-])=O.O.[OH-].[Na+]. Product: [CH3:1][C:2]#[C:3][CH2:4][N:5]1[C:9]([N:10]2[CH2:15][C@H:14]([NH2:16])[CH2:13][CH2:12][CH2:11]2)=[N:8][C:7]2[N:17]([CH3:35])[C:18]([N:20]([CH2:23][C:24]3[N:25]=[C:26]([CH3:34])[C:27]4[CH:28]=[CH:29][CH:30]=[CH:31][C:32]=4[N:33]=3)[C:21](=[O:22])[C:6]1=2)=[O:19]. The catalyst class is: 4. (3) Reactant: ClC1[CH:3]=[C:4](C=CC=1)[C:5]([OH:7])=O.C(O[C:15]1[CH:20]=[CH:19][C:18]([C:21]2[CH:26]=[CH:25][C:24]([C:27]#[N:28])=[CH:23][CH:22]=2)=[CH:17][CH:16]=1)C=C. Product: [C:27]([C:24]1[CH:23]=[CH:22][C:21]([C:18]2[CH:17]=[CH:16][C:15]([CH2:3][CH:4]3[O:7][CH2:5]3)=[CH:20][CH:19]=2)=[CH:26][CH:25]=1)#[N:28]. The catalyst class is: 2. (4) Product: [CH2:1]([C:3]1[N:4]([CH2:16][C:17]2[CH:22]=[CH:21][CH:20]=[CH:19][CH:18]=2)[C:5]2[C:10]([CH:11]=1)=[C:9]([O:12][CH3:13])[CH:8]=[CH:7][CH:6]=2)[CH3:2]. The catalyst class is: 384. Reactant: [CH2:1]([C:3]1[NH:4][C:5]2[C:10]([CH:11]=1)=[C:9]([O:12][CH3:13])[CH:8]=[CH:7][CH:6]=2)[CH3:2].[H-].[Na+].[CH2:16](Br)[C:17]1[CH:22]=[CH:21][CH:20]=[CH:19][CH:18]=1. (5) Reactant: [CH2:1]([NH:3][C:4](=[O:26])[NH:5][C:6]1[N:11]=[CH:10][C:9](B(O)O)=[C:8]([C:15]2[S:16][CH:17]=[C:18]([C:20]3[CH:25]=[CH:24][CH:23]=[CH:22][CH:21]=3)[N:19]=2)[CH:7]=1)[CH3:2].CC1(C)C(C)(C)OB([C:35]2[CH:36]=[N:37][CH:38]=[C:39]([CH:45]=2)[C:40]([O:42][CH2:43][CH3:44])=[O:41])O1.C(=O)([O-])[O-].[Cs+].[Cs+]. Product: [CH2:1]([NH:3][C:4]([NH:5][C:6]1[N:11]=[CH:10][C:9]([C:35]2[CH:36]=[N:37][CH:38]=[C:39]([C:40]([O:42][CH2:43][CH3:44])=[O:41])[CH:45]=2)=[C:8]([C:15]2[S:16][CH:17]=[C:18]([C:20]3[CH:25]=[CH:24][CH:23]=[CH:22][CH:21]=3)[N:19]=2)[CH:7]=1)=[O:26])[CH3:2]. The catalyst class is: 70. (6) Reactant: [CH3:1][C:2]1[C:6]([CH3:7])=[C:5]([NH:8][C:9](=[O:16])OCC(Cl)(Cl)Cl)[O:4][N:3]=1.[F:17][C:18]1[CH:23]=[CH:22][CH:21]=[CH:20][C:19]=1[C:24]1[CH:29]=[C:28]([N:30]2[CH2:35][CH2:34][NH:33][CH2:32][CH2:31]2)[N:27]=[CH:26][N:25]=1. Product: [F:17][C:18]1[CH:23]=[CH:22][CH:21]=[CH:20][C:19]=1[C:24]1[N:25]=[CH:26][N:27]=[C:28]([N:30]2[CH2:31][CH2:32][N:33]([C:9]([NH:8][C:5]3[O:4][N:3]=[C:2]([CH3:1])[C:6]=3[CH3:7])=[O:16])[CH2:34][CH2:35]2)[CH:29]=1. The catalyst class is: 175. (7) Reactant: [C:1]([C:3]1[CH:31]=[CH:30][C:6]([C:7]([NH:9][NH:10][C:11](=[O:29])[C@H:12]([NH:16][C:17]2[CH:22]=[CH:21][C:20]([C:23]#[N:24])=[C:19]([C:25]([F:28])([F:27])[F:26])[CH:18]=2)[C@H:13]([OH:15])[CH3:14])=[O:8])=[CH:5][CH:4]=1)#[N:2].N1C=CN=C1.[CH3:37][C:38]([Si:41](Cl)([CH3:43])[CH3:42])([CH3:40])[CH3:39]. Product: [Si:41]([O:15][C@H:13]([CH3:14])[C@@H:12]([NH:16][C:17]1[CH:22]=[CH:21][C:20]([C:23]#[N:24])=[C:19]([C:25]([F:28])([F:27])[F:26])[CH:18]=1)[C:11]([NH:10][NH:9][C:7](=[O:8])[C:6]1[CH:5]=[CH:4][C:3]([C:1]#[N:2])=[CH:31][CH:30]=1)=[O:29])([C:38]([CH3:40])([CH3:39])[CH3:37])([CH3:43])[CH3:42]. The catalyst class is: 3.